From a dataset of Full USPTO retrosynthesis dataset with 1.9M reactions from patents (1976-2016). Predict the reactants needed to synthesize the given product. (1) The reactants are: Br[CH2:2][CH2:3][O:4][C:5]1[CH:20]=[CH:19][C:8]2[C:9]([C:12]3[CH:17]=[CH:16][C:15]([Br:18])=[CH:14][CH:13]=3)=[N:10][S:11][C:7]=2[CH:6]=1.[NH:21]1[CH2:26][CH2:25][O:24][CH2:23][CH2:22]1. Given the product [Br:18][C:15]1[CH:16]=[CH:17][C:12]([C:9]2[C:8]3[CH:19]=[CH:20][C:5]([O:4][CH2:3][CH2:2][N:21]4[CH2:26][CH2:25][O:24][CH2:23][CH2:22]4)=[CH:6][C:7]=3[S:11][N:10]=2)=[CH:13][CH:14]=1, predict the reactants needed to synthesize it. (2) Given the product [C:13]([C:15]1[CH:22]=[CH:21][C:18]([CH2:19][NH:1][CH:2]([CH:10]([CH3:12])[CH3:11])[C:3]([O:5][C:6]([CH3:7])([CH3:9])[CH3:8])=[O:4])=[C:17]([F:23])[CH:16]=1)#[N:14], predict the reactants needed to synthesize it. The reactants are: [NH2:1][CH:2]([CH:10]([CH3:12])[CH3:11])[C:3]([O:5][C:6]([CH3:9])([CH3:8])[CH3:7])=[O:4].[C:13]([C:15]1[CH:22]=[CH:21][C:18]([CH2:19]Br)=[C:17]([F:23])[CH:16]=1)#[N:14].C([O-])(O)=O.[Na+].O. (3) Given the product [NH2:6][C:7]1[CH:8]=[C:9]([OH:17])[C:10](=[CH:15][CH:16]=1)[C:11]([NH2:19])=[O:12], predict the reactants needed to synthesize it. The reactants are: S(=O)(=O)(O)O.[NH2:6][C:7]1[CH:8]=[C:9]([OH:17])[C:10](=[CH:15][CH:16]=1)[C:11](OC)=[O:12].[OH-].[NH4+:19]. (4) Given the product [C:1]([O:5][C:6]([N:8]1[CH2:12][C@H:11]([CH2:13][C:14]2[CH:19]=[CH:18][CH:17]=[C:16]([CH:20]([CH3:22])[CH3:21])[CH:15]=2)[C@H:10]([CH2:23][N:24]([CH2:32][C:33]2[CH:38]=[CH:37][CH:36]=[CH:35][CH:34]=2)[C:25]2[CH:26]=[CH:27][C:28]([Cl:31])=[CH:29][CH:30]=2)[CH2:9]1)=[O:7])([CH3:3])([CH3:4])[CH3:2], predict the reactants needed to synthesize it. The reactants are: [C:1]([O:5][C:6]([N:8]1[CH2:12][C@H:11]([CH2:13][C:14]2[CH:19]=[CH:18][CH:17]=[C:16]([CH:20]([CH3:22])[CH3:21])[CH:15]=2)[C@H:10]([CH2:23][NH:24][C:25]2[CH:30]=[CH:29][C:28]([Cl:31])=[CH:27][CH:26]=2)[CH2:9]1)=[O:7])([CH3:4])([CH3:3])[CH3:2].[CH2:32](Br)[C:33]1[CH:38]=[CH:37][CH:36]=[CH:35][CH:34]=1.C([O-])([O-])=O.[K+].[K+].[I-].[Na+]. (5) Given the product [NH2:9][C:3]1[N:4]=[CH:5][N:6]=[C:7]([NH:10][CH2:11][CH:12]2[CH2:13][CH2:14][N:15]([C:18](=[O:20])[CH:41]=[CH2:42])[CH2:16][CH2:17]2)[C:2]=1[C:35]1[CH:36]=[CH:37][C:32]([O:31][C:27]2[CH:26]=[N:25][CH:30]=[CH:29][CH:28]=2)=[CH:33][CH:34]=1, predict the reactants needed to synthesize it. The reactants are: Cl[C:2]1[C:3]([NH2:9])=[N:4][CH:5]=[N:6][C:7]=1Cl.[NH2:10][CH2:11][CH:12]1[CH2:17][CH2:16][N:15]([C:18]([O:20]C(C)(C)C)=O)[CH2:14][CH2:13]1.[N:25]1[CH:30]=[CH:29][CH:28]=[C:27]([O:31][C:32]2[CH:37]=[CH:36][C:35](B(O)O)=[CH:34][CH:33]=2)[CH:26]=1.[C:41](Cl)(=O)[CH:42]=C. (6) Given the product [Br:21][C:22]1[CH:23]=[C:24]([C:28]2([C:12]3[CH:13]=[C:14]([CH3:20])[C:15]([F:19])=[C:16]([CH3:18])[CH:17]=3)[C:36]3[C:37](=[N:38][CH:39]=[CH:40][CH:41]=3)[C:42]([NH2:43])=[N:29]2)[CH:25]=[CH:26][CH:27]=1, predict the reactants needed to synthesize it. The reactants are: C([Li])CCC.C([Mg]Br)(C)C.Br[C:12]1[CH:13]=[C:14]([CH3:20])[C:15]([F:19])=[C:16]([CH3:18])[CH:17]=1.[Br:21][C:22]1[CH:23]=[C:24]([C:28]([C:36]2[C:37]([C:42]#[N:43])=[N:38][CH:39]=[CH:40][CH:41]=2)=[N:29]S(C(C)(C)C)=O)[CH:25]=[CH:26][CH:27]=1.Cl.